From a dataset of TCR-epitope binding with 47,182 pairs between 192 epitopes and 23,139 TCRs. Binary Classification. Given a T-cell receptor sequence (or CDR3 region) and an epitope sequence, predict whether binding occurs between them. (1) The TCR CDR3 sequence is CASSLGAGGARTGELFF. Result: 0 (the TCR does not bind to the epitope). The epitope is GTITSGWTF. (2) The epitope is WICLLQFAY. The TCR CDR3 sequence is CSVLQVTVNEQFF. Result: 1 (the TCR binds to the epitope). (3) The epitope is SFHSLHLLF. The TCR CDR3 sequence is CASSAGQGVTYEQYF. Result: 1 (the TCR binds to the epitope).